From a dataset of Forward reaction prediction with 1.9M reactions from USPTO patents (1976-2016). Predict the product of the given reaction. Given the reactants [O:1]1[CH:5]=[CH:4][C:3]([C:6]([OH:8])=O)=[CH:2]1.C1C=CC2N(O)N=NC=2C=1.CCN=C=NCCCN(C)C.Cl.[C@H:31]1([NH2:41])[C:40]2[C:35](=[CH:36][CH:37]=[CH:38][CH:39]=2)[CH2:34][CH2:33][CH2:32]1, predict the reaction product. The product is: [C@H:31]1([NH:41][C:6]([C:3]2[CH2:2][O:1][CH2:5][CH:4]=2)=[O:8])[C:40]2[C:35](=[CH:36][CH:37]=[CH:38][CH:39]=2)[CH2:34][CH2:33][CH2:32]1.